The task is: Predict the reaction yield, written as a fraction of the theoretical maximum amount of product (1.0 means a 100% yield; for example, 0.34 means a 34% yield).. This data is from Reaction yield outcomes from USPTO patents with 853,638 reactions. (1) The reactants are [C:1]([C:3]1[CH:8]=[CH:7][C:6]([NH:9][C:10]2[CH:15]=[CH:14][CH:13]=[CH:12][N:11]=2)=[CH:5][C:4]=1[OH:16])#[N:2].C([O-])([O-])=O.[Cs+].[Cs+].Br[CH2:24][CH:25]=[C:26]([CH3:28])[CH3:27]. The catalyst is CC(C)=O. The product is [C:1]([C:3]1[CH:8]=[CH:7][C:6]([NH:9][C:10]2[CH:15]=[CH:14][CH:13]=[CH:12][N:11]=2)=[CH:5][C:4]=1[O:16][CH2:24][CH:25]=[C:26]([CH3:28])[CH3:27])#[N:2]. The yield is 0.380. (2) The reactants are Br[C:2]1[C:3]2[C:4]3[CH:17]=[CH:16][S:15][C:5]=3[C:6](=[O:14])[NH:7][C:8]=2[CH:9]=[CH:10][C:11]=1[O:12][CH3:13].[C:18]([O:22][C:23]([NH:25][CH2:26][C:27]1[CH:32]=[CH:31][C:30](B(O)O)=[CH:29][CH:28]=1)=[O:24])([CH3:21])([CH3:20])[CH3:19]. No catalyst specified. The product is [CH3:13][O:12][C:11]1[CH:10]=[CH:9][C:8]2[NH:7][C:6](=[O:14])[C:5]3[S:15][CH:16]=[CH:17][C:4]=3[C:3]=2[C:2]=1[C:30]1[CH:31]=[CH:32][C:27]([CH2:26][NH:25][C:23](=[O:24])[O:22][C:18]([CH3:19])([CH3:20])[CH3:21])=[CH:28][CH:29]=1. The yield is 0.830. (3) The product is [F:8][C:5]1[CH:6]=[CH:7][C:2]([C:28]2([OH:33])[C:27]3[C:34]([CH3:35])=[C:23]([N:20]4[CH2:21][CH2:22][N:17]([C:14]5[CH:15]=[CH:16][C:11]([O:10][CH3:9])=[CH:12][CH:13]=5)[CH2:18][CH2:19]4)[C:24]([CH3:37])=[C:25]([CH3:36])[C:26]=3[O:30][C:29]2([CH3:31])[CH3:32])=[CH:3][CH:4]=1. The catalyst is CCCCCC. The yield is 0.840. The reactants are Br[C:2]1[CH:7]=[CH:6][C:5]([F:8])=[CH:4][CH:3]=1.[CH3:9][O:10][C:11]1[CH:16]=[CH:15][C:14]([N:17]2[CH2:22][CH2:21][N:20]([C:23]3[C:24]([CH3:37])=[C:25]([CH3:36])[C:26]4[O:30][C:29]([CH3:32])([CH3:31])[C:28](=[O:33])[C:27]=4[C:34]=3[CH3:35])[CH2:19][CH2:18]2)=[CH:13][CH:12]=1. (4) The reactants are [Br:1][C:2]1[C:7]([O:8][CH3:9])=[CH:6][C:5]([C:10](=[O:12])[CH3:11])=[CH:4][C:3]=1[O:13][CH3:14].[Br:15]Br.C([O-])(O)=O.[Na+]. The catalyst is C(Cl)Cl. The product is [Br:15][CH2:11][C:10]([C:5]1[CH:6]=[C:7]([O:8][CH3:9])[C:2]([Br:1])=[C:3]([O:13][CH3:14])[CH:4]=1)=[O:12]. The yield is 0.630. (5) The reactants are C[O:2][C:3]1[CH:12]=[CH:11][CH:10]=[C:9]2[C:4]=1[CH:5]=[CH:6][C:7]([C:13]([F:16])([F:15])[F:14])=[N:8]2.B(Br)(Br)Br.O. The catalyst is C(Cl)Cl. The product is [F:16][C:13]([F:14])([F:15])[C:7]1[CH:6]=[CH:5][C:4]2[C:3]([OH:2])=[CH:12][CH:11]=[CH:10][C:9]=2[N:8]=1. The yield is 0.730.